This data is from Peptide-MHC class I binding affinity with 185,985 pairs from IEDB/IMGT. The task is: Regression. Given a peptide amino acid sequence and an MHC pseudo amino acid sequence, predict their binding affinity value. This is MHC class I binding data. (1) The binding affinity (normalized) is 0.0847. The peptide sequence is AYQQGVKTL. The MHC is HLA-B44:02 with pseudo-sequence HLA-B44:02. (2) The peptide sequence is NVSIPWTHK. The MHC is HLA-A02:01 with pseudo-sequence HLA-A02:01. The binding affinity (normalized) is 0. (3) The peptide sequence is RPRRASSPF. The binding affinity (normalized) is 0.213. The MHC is HLA-B15:42 with pseudo-sequence HLA-B15:42. (4) The peptide sequence is NTFVQANLY. The MHC is HLA-A01:01 with pseudo-sequence HLA-A01:01. The binding affinity (normalized) is 0.427.